The task is: Predict which catalyst facilitates the given reaction.. This data is from Catalyst prediction with 721,799 reactions and 888 catalyst types from USPTO. (1) Reactant: [CH:1]1(B(O)O)[CH2:3][CH2:2]1.C1(P(C2CCCCC2)C2C=CC=CC=2C2C(OC)=CC=CC=2OC)CCCCC1.[C:36](=[O:39])([O-])[O-].[Na+].[Na+].Br[C:43]1[C:48](C=O)([C:49]2[CH:54]=[CH:53][C:52]([F:55])=[CH:51][C:50]=2[F:56])[CH:47]([F:59])[C:46]([O:60][CH3:61])=[CH:45][CH:44]=1. Product: [CH:1]1([C:43]2[C:48]([C:49]3[CH:54]=[CH:53][C:52]([F:55])=[CH:51][C:50]=3[F:56])=[C:47]([F:59])[C:46]([O:60][CH3:61])=[C:45]([CH:36]=[O:39])[CH:44]=2)[CH2:3][CH2:2]1. The catalyst class is: 491. (2) Reactant: [F:1][C:2]([F:21])([F:20])[C:3]1[CH:8]=[CH:7][C:6]([C:9]2[CH:10]=[C:11]([C:15]([O:17][CH2:18][CH3:19])=[O:16])[CH:12]=[N:13][CH:14]=2)=[CH:5][CH:4]=1.[H][H]. Product: [F:20][C:2]([F:1])([F:21])[C:3]1[CH:8]=[CH:7][C:6]([CH:9]2[CH2:14][NH:13][CH2:12][CH:11]([C:15]([O:17][CH2:18][CH3:19])=[O:16])[CH2:10]2)=[CH:5][CH:4]=1. The catalyst class is: 29. (3) Reactant: C[O:2][C:3]1[N:8]=[CH:7][C:6]([C:9]2[C:18]3[CH:17]=[C:16]([C:19]([O:21][CH3:22])=[O:20])[CH:15]=[CH:14][C:13]=3[CH2:12][CH2:11][CH:10]=2)=[CH:5][CH:4]=1.C(Cl)Cl.C[Si](C)(C)Cl.[I-].[Na+]. Product: [O:2]=[C:3]1[NH:8][CH:7]=[C:6]([C:9]2[C:18]3[CH:17]=[C:16]([C:19]([O:21][CH3:22])=[O:20])[CH:15]=[CH:14][C:13]=3[CH2:12][CH2:11][CH:10]=2)[CH:5]=[CH:4]1. The catalyst class is: 6. (4) Reactant: [NH:1]1[CH:5]=[C:4]([C:6]2[S:10][C:9]([C:11]([NH:13][C:14]3[N:18]([CH2:19][CH:20]4[CH2:23][N:22](C(OC(C)(C)C)=O)[CH2:21]4)[C:17]4[CH:31]=[CH:32][CH:33]=[CH:34][C:16]=4[N:15]=3)=[O:12])=[CH:8][CH:7]=2)[CH:3]=[N:2]1.FC(F)(F)C(O)=O. Product: [NH:22]1[CH2:23][CH:20]([CH2:19][N:18]2[C:17]3[CH:31]=[CH:32][CH:33]=[CH:34][C:16]=3[N:15]=[C:14]2[NH:13][C:11]([C:9]2[S:10][C:6]([C:4]3[CH:5]=[N:1][NH:2][CH:3]=3)=[CH:7][CH:8]=2)=[O:12])[CH2:21]1. The catalyst class is: 4. (5) Reactant: [C:1]([O:8][CH2:9][C:10]1([CH3:22])[CH2:14][N:13]([C:15]2[CH:20]=[CH:19][CH:18]=[CH:17][CH:16]=2)[NH:12][C:11]1=[O:21])(=[O:7])[CH2:2][CH2:3][CH2:4][CH2:5][CH3:6].C(N(CC)C(C)C)(C)C.[C:32](Cl)([Cl:34])=[O:33].C1(C)C=CC=CC=1.Cl. The catalyst class is: 4. Product: [C:1]([O:8][CH2:9][C:10]1([CH3:22])[CH2:14][N:13]([C:15]2[CH:20]=[CH:19][CH:18]=[CH:17][CH:16]=2)[N:12]([C:32]([Cl:34])=[O:33])[C:11]1=[O:21])(=[O:7])[CH2:2][CH2:3][CH2:4][CH2:5][CH3:6]. (6) Reactant: [Cl:1][C:2]1[C:7]([O:8][CH3:9])=[CH:6][C:5]([O:10][CH3:11])=[CH:4][C:3]=1[C:12]1[C:24](=[O:25])[N:23]([CH2:26][CH2:27][C:28]2[CH:33]=[CH:32][C:31]([NH:34][C:35](=[O:41])[O:36][C:37]([CH3:40])([CH3:39])[CH3:38])=[CH:30][CH:29]=2)[C:15]2[N:16]=[C:17](S(C)=O)[N:18]=[CH:19][C:14]=2[CH:13]=1.CCN(C(C)C)C(C)C.[NH2:51][CH2:52][C:53]([CH3:56])([OH:55])[CH3:54].O. Product: [Cl:1][C:2]1[C:7]([O:8][CH3:9])=[CH:6][C:5]([O:10][CH3:11])=[CH:4][C:3]=1[C:12]1[C:24](=[O:25])[N:23]([CH2:26][CH2:27][C:28]2[CH:33]=[CH:32][C:31]([NH:34][C:35](=[O:41])[O:36][C:37]([CH3:40])([CH3:39])[CH3:38])=[CH:30][CH:29]=2)[C:15]2[N:16]=[C:17]([NH:51][CH2:52][C:53]([OH:55])([CH3:56])[CH3:54])[N:18]=[CH:19][C:14]=2[CH:13]=1. The catalyst class is: 148. (7) Reactant: [C:1]([C:3]1[CH:8]=[CH:7][CH:6]=[CH:5][C:4]=1[C:9]1[CH:39]=[CH:38][C:12]([C:13]([NH:15][CH2:16][C@H:17]2[CH2:21][CH2:20][CH2:19][N:18]2[C:22](=[O:37])[CH2:23][CH2:24][CH2:25][NH:26]C(=O)OCC2C=CC=CC=2)=[O:14])=[C:11]([NH:40][CH2:41][CH2:42][CH:43]2[CH2:48][CH2:47][CH2:46][CH2:45][O:44]2)[N:10]=1)#[N:2].[Si](I)(C)(C)C. Product: [NH2:26][CH2:25][CH2:24][CH2:23][C:22]([N:18]1[CH2:19][CH2:20][CH2:21][C@@H:17]1[CH2:16][NH:15][C:13](=[O:14])[C:12]1[CH:38]=[CH:39][C:9]([C:4]2[CH:5]=[CH:6][CH:7]=[CH:8][C:3]=2[C:1]#[N:2])=[N:10][C:11]=1[NH:40][CH2:41][CH2:42][CH:43]1[CH2:48][CH2:47][CH2:46][CH2:45][O:44]1)=[O:37]. The catalyst class is: 23. (8) Reactant: [Cl:1][C:2]1[CH:3]=[C:4]([NH:8][C:9]2[C:14]3[NH:15][CH:16]=[C:17]([CH3:18])[C:13]=3[C:12]([C:19]([OH:21])=O)=[CH:11][N:10]=2)[CH:5]=[CH:6][CH:7]=1.C([N:24]1[CH2:29][CH2:28][O:27][CH2:26][CH2:25]1)C.N1CCOCC1.O.ON1C2C=CC=CC=2N=N1.Cl.CN(C)CCCN=C=NCC. Product: [Cl:1][C:2]1[CH:3]=[C:4]([NH:8][C:9]2[N:10]=[CH:11][C:12]([C:19]([N:24]3[CH2:29][CH2:28][O:27][CH2:26][CH2:25]3)=[O:21])=[C:13]3[C:17]([CH3:18])=[CH:16][NH:15][C:14]=23)[CH:5]=[CH:6][CH:7]=1. The catalyst class is: 9. (9) The catalyst class is: 5. Product: [CH3:6][C:7]1([C:15]2[CH:16]=[CH:17][C:18]([C:21]([F:22])([F:23])[F:24])=[CH:19][CH:20]=2)[CH2:9][CH:8]1[C:10]([OH:12])=[O:11]. Reactant: C1COCC1.[CH3:6][C:7]1([C:15]2[CH:20]=[CH:19][C:18]([C:21]([F:24])([F:23])[F:22])=[CH:17][CH:16]=2)[CH2:9][CH:8]1[C:10]([O:12]CC)=[O:11].[OH-].[Na+].